Predict the reaction yield, written as a fraction of the theoretical maximum amount of product (1.0 means a 100% yield; for example, 0.34 means a 34% yield). From a dataset of Reaction yield outcomes from USPTO patents with 853,638 reactions. The reactants are [F-].C([N+](CCCC)(CCCC)CCCC)CCC.[Si]([O:26][CH2:27][C:28]1[CH:33]=[CH:32][C:31]([C:34](=[O:39])[CH2:35][CH:36]([CH3:38])[CH3:37])=[CH:30][N:29]=1)(C(C)(C)C)(C)C. The catalyst is C1COCC1. The product is [OH:26][CH2:27][C:28]1[CH:33]=[CH:32][C:31]([C:34](=[O:39])[CH2:35][CH:36]([CH3:37])[CH3:38])=[CH:30][N:29]=1. The yield is 1.00.